This data is from Acute oral toxicity (LD50) regression data from Zhu et al.. The task is: Regression/Classification. Given a drug SMILES string, predict its toxicity properties. Task type varies by dataset: regression for continuous values (e.g., LD50, hERG inhibition percentage) or binary classification for toxic/non-toxic outcomes (e.g., AMES mutagenicity, cardiotoxicity, hepatotoxicity). Dataset: ld50_zhu. (1) The molecule is CC=C(C)C(=O)OC1CCN2CC=C(COC(=O)C(O)(C(C)OC)C(C)(C)O)C12. The rat oral LD50 is 3.57, given as -log10 of the dose in mol/kg body weight (higher means more acutely toxic). (2) The drug is Cc1nc(C)c(C(=O)Nc2ccccc2)s1. The rat oral LD50 is 1.77, given as -log10 of the dose in mol/kg body weight (higher means more acutely toxic). (3) The drug is CC(C)C(O)C(C)(C)CO. The rat oral LD50 is 1.86, given as -log10 of the dose in mol/kg body weight (higher means more acutely toxic). (4) The compound is CCC1(CC)C(=O)C=CN(CN2CCOCC2)C1=O. The rat oral LD50 is 2.13, given as -log10 of the dose in mol/kg body weight (higher means more acutely toxic). (5) The rat oral LD50 is 4.45, given as -log10 of the dose in mol/kg body weight (higher means more acutely toxic). The drug is COP(=O)(OC)Oc1ccc([N+](=O)[O-])c(Cl)c1. (6) The molecule is CN(C)S(=O)(=O)CCNC(=O)NCCCl. The rat oral LD50 is 3.71, given as -log10 of the dose in mol/kg body weight (higher means more acutely toxic).